From a dataset of Catalyst prediction with 721,799 reactions and 888 catalyst types from USPTO. Predict which catalyst facilitates the given reaction. (1) Reactant: [N:1]([C@@H:4]([C@H:31]([C:39]1[CH:44]=[C:43]([F:45])[CH:42]=[C:41]([F:46])[CH:40]=1)[C:32]1[CH:37]=[CH:36][C:35]([F:38])=[CH:34][CH:33]=1)[C:5]([NH:7][C:8]1[CH:9]=[N:10][CH:11]=[C:12]([F:30])[C:13]=1[CH2:14][CH2:15][C@H:16]1[CH2:20][O:19]C(C)(C)[N:17]1C(OC(C)(C)C)=O)=[O:6])=[N+:2]=[N-:3].C(O)(C(F)(F)F)=O.O. Product: [NH2:17][C@H:16]([CH2:20][OH:19])[CH2:15][CH2:14][C:13]1[C:12]([F:30])=[CH:11][N:10]=[CH:9][C:8]=1[NH:7][C:5](=[O:6])[C@@H:4]([N:1]=[N+:2]=[N-:3])[C@H:31]([C:39]1[CH:44]=[C:43]([F:45])[CH:42]=[C:41]([F:46])[CH:40]=1)[C:32]1[CH:33]=[CH:34][C:35]([F:38])=[CH:36][CH:37]=1. The catalyst class is: 61. (2) Reactant: N#N.[CH3:3][C:4]1([C:9]2[CH:10]=[C:11]([CH2:15]OS(C)(=O)=O)[CH:12]=[N:13][CH:14]=2)[O:8][CH2:7][CH2:6][O:5]1.[N+:21]([C:24]1[CH:25]=[N:26][NH:27][CH:28]=1)([O-:23])=[O:22].C([O-])([O-])=O.[K+].[K+].[I-]. Product: [CH3:3][C:4]1([C:9]2[CH:14]=[N:13][CH:12]=[C:11]([CH2:15][N:26]3[CH:25]=[C:24]([N+:21]([O-:23])=[O:22])[CH:28]=[N:27]3)[CH:10]=2)[O:5][CH2:6][CH2:7][O:8]1. The catalyst class is: 21. (3) Reactant: C(OC(=O)[NH:7][C:8]1[CH:13]=[C:12]([N:14]([CH:16]([CH3:18])[CH3:17])[CH3:15])[C:11]([Cl:19])=[CH:10][C:9]=1[NH:20][C:21](=[O:45])[CH2:22][C:23](=O)[C:24]1[CH:29]=[CH:28][CH:27]=[C:26]([C:30]2[CH:35]=[CH:34][N:33]=[C:32]([CH2:36][O:37]C3CCCCO3)[CH:31]=2)[CH:25]=1)(C)(C)C.C(O)(C(F)(F)F)=O. Product: [Cl:19][C:11]1[C:12]([N:14]([CH:16]([CH3:18])[CH3:17])[CH3:15])=[CH:13][C:8]2[N:7]=[C:23]([C:24]3[CH:29]=[CH:28][CH:27]=[C:26]([C:30]4[CH:35]=[CH:34][N:33]=[C:32]([CH2:36][OH:37])[CH:31]=4)[CH:25]=3)[CH2:22][C:21](=[O:45])[NH:20][C:9]=2[CH:10]=1. The catalyst class is: 2. (4) Reactant: [Na].CC(S)(C)C.C[S:8][C:9]1[CH:16]=[CH:15][C:12]([CH:13]=[O:14])=[CH:11][CH:10]=1.Cl. Product: [SH:8][C:9]1[CH:16]=[CH:15][C:12]([CH:13]=[O:14])=[CH:11][CH:10]=1. The catalyst class is: 9.